This data is from CYP1A2 inhibition data for predicting drug metabolism from PubChem BioAssay. The task is: Regression/Classification. Given a drug SMILES string, predict its absorption, distribution, metabolism, or excretion properties. Task type varies by dataset: regression for continuous measurements (e.g., permeability, clearance, half-life) or binary classification for categorical outcomes (e.g., BBB penetration, CYP inhibition). Dataset: cyp1a2_veith. (1) The molecule is CC1=NN(c2ccc(Br)cc2)C(=O)/C1=C/c1cccs1. The result is 1 (inhibitor). (2) The compound is COc1cc2c3cc1Oc1c(O)c(OC)cc4c1[C@@H](Cc1ccc(cc1)Oc1cc(ccc1O)C[C@H]3N(C)CC2)N(C)CC4. The result is 0 (non-inhibitor). (3) The molecule is Brc1ccc(-c2csc(N3CCc4ccccc4C3)n2)cc1. The result is 1 (inhibitor). (4) The drug is COc1ccc(CCN(C)CCC[C@@](C#N)(c2cc(OC)c(OC)c(OC)c2)C(C)C)cc1OC. The result is 0 (non-inhibitor). (5) The compound is O=C(Cn1ccc2ccccc2c1=O)N1CCN(c2cccc(Cl)c2)CC1. The result is 0 (non-inhibitor).